From a dataset of Reaction yield outcomes from USPTO patents with 853,638 reactions. Predict the reaction yield, written as a fraction of the theoretical maximum amount of product (1.0 means a 100% yield; for example, 0.34 means a 34% yield). (1) The reactants are [N+]([C:4]1[CH:11]=[CH:10][CH:9]=[C:8]([N+:12]([O-:14])=[O:13])[C:5]=1[C:6]#[N:7])([O-])=O.[OH:15][CH2:16][C@H:17]1[CH2:21][CH2:20][CH2:19][N:18]1[C:22]([O:24][C:25]([CH3:28])([CH3:27])[CH3:26])=[O:23]. No catalyst specified. The product is [C:6]([C:5]1[C:8]([N+:12]([O-:14])=[O:13])=[CH:9][CH:10]=[CH:11][C:4]=1[O:15][CH2:16][C@H:17]1[CH2:21][CH2:20][CH2:19][N:18]1[C:22]([O:24][C:25]([CH3:28])([CH3:27])[CH3:26])=[O:23])#[N:7]. The yield is 0.870. (2) The reactants are [Br:1][C:2]1[CH:15]=[CH:14][C:5]([CH2:6][CH:7](C(O)=O)[C:8]([OH:10])=[O:9])=[CH:4][CH:3]=1. The catalyst is CS(C)=O. The product is [Br:1][C:2]1[CH:3]=[CH:4][C:5]([CH2:6][CH2:7][C:8]([OH:10])=[O:9])=[CH:14][CH:15]=1. The yield is 0.980.